Dataset: Reaction yield outcomes from USPTO patents with 853,638 reactions. Task: Predict the reaction yield, written as a fraction of the theoretical maximum amount of product (1.0 means a 100% yield; for example, 0.34 means a 34% yield). The reactants are Cl.[NH:2]1[CH2:7][CH2:6][NH:5][CH2:4][CH2:3]1.[CH3:8][CH2:9][N:10]([CH2:13][CH3:14])[CH2:11]C.FC(F)(F)C(O[C:20](=[O:25])[C:21]([F:24])([F:23])[F:22])=[O:18].CO. The catalyst is C(Cl)Cl. The product is [NH4+:2].[OH-:18].[F:24][C:21]([F:22])([F:23])[C:20]([N:2]1[CH2:7][CH2:6][NH:5][CH:4]([CH2:11][N:10]2[CH2:13][CH2:14][CH2:8][CH2:9]2)[CH2:3]1)=[O:25]. The yield is 0.280.